From a dataset of Full USPTO retrosynthesis dataset with 1.9M reactions from patents (1976-2016). Predict the reactants needed to synthesize the given product. (1) Given the product [Br:17][C:18]1[CH:23]=[CH:22][C:21]([O:24][CH2:8][C:9]2[CH:14]=[CH:13][C:12]([O:15][CH3:16])=[CH:11][CH:10]=2)=[C:20]([C:25]([F:26])([F:27])[F:28])[CH:19]=1, predict the reactants needed to synthesize it. The reactants are: C(=O)([O-])[O-].[K+].[K+].Cl[CH2:8][C:9]1[CH:14]=[CH:13][C:12]([O:15][CH3:16])=[CH:11][CH:10]=1.[Br:17][C:18]1[CH:23]=[CH:22][C:21]([OH:24])=[C:20]([C:25]([F:28])([F:27])[F:26])[CH:19]=1.CN1CCCC1=O. (2) The reactants are: O[C:2]1([C:30]([F:33])([F:32])[F:31])[CH:10]([CH2:11][CH2:12][C:13]2[CH:18]=[CH:17][CH:16]=[CH:15][CH:14]=2)[CH:9]=[C:8]2[CH2:19][NH:20][CH:21](C(OC(C)(C)C)=O)[CH2:22][N:6]3[C:7]2=[C:3]1[CH:4]=[CH:5]3.C(Cl)Cl.[F:37][C:38]([F:43])([F:42])[C:39]([OH:41])=[O:40]. Given the product [F:37][C:38]([F:43])([F:42])[C:39]([OH:41])=[O:40].[CH2:11]([C:10]1([OH:40])[CH:9]=[C:8]2[CH2:19][NH:20][CH2:21][CH2:22][N:6]3[C:7]2=[C:3]([CH:4]=[CH:5]3)[CH:2]1[C:30]([F:31])([F:32])[F:33])[CH2:12][C:13]1[CH:18]=[CH:17][CH:16]=[CH:15][CH:14]=1, predict the reactants needed to synthesize it. (3) Given the product [CH3:1][O:3][C:4](=[O:27])[C:5]([C:8]1[N:26]=[C:11]2[C:12]([C:24]#[N:25])=[C:13]([CH3:23])[C:14]([C:17]3[CH:22]=[CH:21][CH:20]=[CH:19][CH:18]=3)=[C:15]([Cl:56])[N:10]2[N:9]=1)([CH3:7])[CH3:6], predict the reactants needed to synthesize it. The reactants are: [CH2:1]([O:3][C:4](=[O:27])[C:5]([C:8]1[NH:26][C:11]2=[C:12]([C:24]#[N:25])[C:13]([CH3:23])=[C:14]([C:17]3[CH:22]=[CH:21][CH:20]=[CH:19][CH:18]=3)[C:15](=O)[N:10]2[N:9]=1)([CH3:7])[CH3:6])C.COC(=O)C(C1NC2=C(C#N)C(C)=C(C3C=CC=CC=3)C(=O)N2N=1)(C)C.P(Cl)(Cl)([Cl:56])=O. (4) Given the product [C:1]([O:5][C:6]([N:8]1[CH2:12][CH2:11][C:10]([NH:14][C:21]([O:22][CH2:23][C:24]2[CH:29]=[CH:28][CH:27]=[CH:26][CH:25]=2)=[O:30])([CH3:13])[CH2:9]1)=[O:7])([CH3:4])([CH3:2])[CH3:3], predict the reactants needed to synthesize it. The reactants are: [C:1]([O:5][C:6]([N:8]1[CH2:12][CH2:11][C:10]([NH2:14])([CH3:13])[CH2:9]1)=[O:7])([CH3:4])([CH3:3])[CH3:2].C(=O)([O-])[O-].[K+].[K+].[C:21](Cl)(=[O:30])[O:22][CH2:23][C:24]1[CH:29]=[CH:28][CH:27]=[CH:26][CH:25]=1. (5) Given the product [Cl:30][CH2:31][C:32]([NH:26][CH2:25][C:8]1([CH3:27])[CH2:7][C:6]2[C:11](=[C:12]3[CH2:16][C:15]([CH3:18])([CH3:17])[O:14][C:13]3=[C:4]([O:3][CH2:1][CH3:2])[CH:5]=2)[C:10]([C:19]2[CH:24]=[CH:23][CH:22]=[CH:21][CH:20]=2)=[N:9]1)=[O:33], predict the reactants needed to synthesize it. The reactants are: [CH2:1]([O:3][C:4]1[CH:5]=[C:6]2[C:11](=[C:12]3[CH2:16][C:15]([CH3:18])([CH3:17])[O:14][C:13]=13)[C:10]([C:19]1[CH:24]=[CH:23][CH:22]=[CH:21][CH:20]=1)=[N:9][C:8]([CH3:27])([CH2:25][NH2:26])[CH2:7]2)[CH3:2].[OH-].[Na+].[Cl:30][CH2:31][C:32](Cl)=[O:33].O. (6) Given the product [N+:23]([C:20]1[CH:21]=[CH:22][C:17]([CH:16]=[CH:15][C:7]2[CH:6]=[C:5]([OH:4])[C:10]([OH:11])=[CH:9][CH:8]=2)=[CH:18][CH:19]=1)([O-:25])=[O:24], predict the reactants needed to synthesize it. The reactants are: COC[O:4][C:5]1[CH:6]=[C:7]([CH:15]=[CH:16][C:17]2[CH:22]=[CH:21][C:20]([N+:23]([O-:25])=[O:24])=[CH:19][CH:18]=2)[CH:8]=[CH:9][C:10]=1[O:11]COC. (7) Given the product [C:1]([O:5][C:6](=[O:21])[NH:7][CH2:8][C:9]1[CH:14]=[CH:13][CH:12]=[C:11]([CH:15]2[CH2:20][CH2:19][N:18]([C:43]([C:41]3[O:42][C:38]([C:37]#[C:36][C:31]4[CH:32]=[CH:33][CH:34]=[CH:35][C:30]=4[F:29])=[CH:39][CH:40]=3)=[O:44])[CH2:17][CH2:16]2)[CH:10]=1)([CH3:4])([CH3:2])[CH3:3], predict the reactants needed to synthesize it. The reactants are: [C:1]([O:5][C:6](=[O:21])[NH:7][CH2:8][C:9]1[CH:14]=[CH:13][CH:12]=[C:11]([CH:15]2[CH2:20][CH2:19][NH:18][CH2:17][CH2:16]2)[CH:10]=1)([CH3:4])([CH3:3])[CH3:2].C(N(CC)CC)C.[F:29][C:30]1[CH:35]=[CH:34][CH:33]=[CH:32][C:31]=1[C:36]#[C:37][C:38]1[O:42][C:41]([C:43](Cl)=[O:44])=[CH:40][CH:39]=1. (8) Given the product [F:15][C:16]([F:25])([F:26])[C:17]1[CH:24]=[CH:23][C:20]([CH2:21][NH:22][CH:12]([CH3:13])[CH2:11][CH2:1][C:2]2[CH:10]=[CH:9][C:7]([OH:8])=[C:4]([O:5][CH3:6])[CH:3]=2)=[CH:19][CH:18]=1, predict the reactants needed to synthesize it. The reactants are: [CH2:1]([CH2:11][C:12](=O)[CH3:13])[C:2]1[CH:10]=[CH:9][C:7]([OH:8])=[C:4]([O:5][CH3:6])[CH:3]=1.[F:15][C:16]([F:26])([F:25])[C:17]1[CH:24]=[CH:23][C:20]([CH2:21][NH2:22])=[CH:19][CH:18]=1.O. (9) Given the product [N+:3]([C:6]1[CH:7]=[CH:8][C:9]([C:12]2([C:13]#[N:14])[CH2:22][CH2:21][S:18](=[O:20])(=[O:19])[CH2:17][CH2:16]2)=[CH:10][CH:11]=1)([O-:5])=[O:4], predict the reactants needed to synthesize it. The reactants are: [H-].[Na+].[N+:3]([C:6]1[CH:11]=[CH:10][C:9]([CH2:12][C:13]#[N:14])=[CH:8][CH:7]=1)([O-:5])=[O:4].Br[CH2:16][CH2:17][S:18]([CH2:21][CH2:22]Br)(=[O:20])=[O:19].